Task: Predict the reaction yield, written as a fraction of the theoretical maximum amount of product (1.0 means a 100% yield; for example, 0.34 means a 34% yield).. Dataset: Reaction yield outcomes from USPTO patents with 853,638 reactions (1) The reactants are Br[C:2]1[CH:3]=[C:4]2[C:9](=[CH:10][CH:11]=1)[C:8](=[O:12])[N:7]([CH2:13][CH:14]=[O:15])[CH2:6][CH2:5]2.C(N1CCC2C(=CC=CC=2[Br:29])C1=O)C=C. No catalyst specified. The product is [Br:29][C:3]1[CH:2]=[CH:11][CH:10]=[C:9]2[C:4]=1[CH2:5][CH2:6][N:7]([CH2:13][CH:14]=[O:15])[C:8]2=[O:12]. The yield is 0.800. (2) The reactants are Br[C:2]1[CH:14]=[CH:13][C:12]2[C:11]3[C:6](=[CH:7][C:8](Br)=[CH:9][CH:10]=3)[C:5]([CH2:18][CH3:19])([CH2:16][CH3:17])[C:4]=2[CH:3]=1.[CH2:20]([O:28][C:29]1[CH:34]=[CH:33][C:32]([C:35]2[CH:40]=[CH:39][C:38](B(O)O)=[CH:37][CH:36]=2)=[CH:31][CH:30]=1)[CH2:21][CH2:22][CH2:23][CH2:24][CH2:25][CH2:26][CH3:27].C(=O)([O-])[O-].[Na+].[Na+].CO[CH2:52][CH2:53][O:54][CH3:55]. The catalyst is C1C=CC([P]([Pd]([P](C2C=CC=CC=2)(C2C=CC=CC=2)C2C=CC=CC=2)([P](C2C=CC=CC=2)(C2C=CC=CC=2)C2C=CC=CC=2)[P](C2C=CC=CC=2)(C2C=CC=CC=2)C2C=CC=CC=2)(C2C=CC=CC=2)C2C=CC=CC=2)=CC=1.O. The product is [CH2:16]([C:5]1([CH2:18][CH3:19])[C:4]2[CH:3]=[C:2]([C:38]3[CH:39]=[CH:40][C:35]([C:32]4[CH:33]=[CH:34][C:29]([O:28][CH2:20][CH2:21][CH2:22][CH2:23][CH2:24][CH2:25][CH2:26][CH3:27])=[CH:30][CH:31]=4)=[CH:36][CH:37]=3)[CH:14]=[CH:13][C:12]=2[C:11]2[C:6]1=[CH:7][C:8]([C:29]1[CH:30]=[CH:31][C:32]([C:35]3[CH:36]=[CH:37][C:53]([O:54][CH2:55][CH2:26][CH2:25][CH2:24][CH2:23][CH2:22][CH2:21][CH3:20])=[CH:52][CH:40]=3)=[CH:33][CH:34]=1)=[CH:9][CH:10]=2)[CH3:17]. The yield is 0.650. (3) The reactants are [NH2:1][C:2]1[N:10]=[C:9]2[C:5]([N:6]=[CH:7][N:8]2[CH2:11][C:12]([OH:14])=O)=[C:4]([C:15]2[O:16][CH:17]=[CH:18][CH:19]=2)[N:3]=1.CCN=C=NCCCN(C)C.[NH2:31][C:32]1[CH:37]=[CH:36][CH:35]=[CH:34][CH:33]=1. The catalyst is C(Cl)Cl. The product is [NH2:1][C:2]1[N:10]=[C:9]2[C:5]([N:6]=[CH:7][N:8]2[CH2:11][C:12]([NH:31][C:32]2[CH:37]=[CH:36][CH:35]=[CH:34][CH:33]=2)=[O:14])=[C:4]([C:15]2[O:16][CH:17]=[CH:18][CH:19]=2)[N:3]=1. The yield is 0.310. (4) The reactants are [F:1][C:2]1[CH:3]=[CH:4][C:5]2[N:6]([CH:8]=[C:9]([C:11]([NH:13][C@H:14]3[CH2:19][CH2:18][C@@H:17]([NH:20][C:21]([C:23]4[C:24]([NH:30][CH2:31][CH2:32][C:33]5[CH:38]=[CH:37][CH:36]=[CH:35][CH:34]=5)=[N:25][CH:26]=[C:27]([F:29])[CH:28]=4)=[O:22])[CH2:16][CH2:15]3)=[O:12])[N:10]=2)[CH:7]=1.[C:39](N1C=CN=C1)(N1C=CN=C1)=[O:40].[H-].[Na+]. The catalyst is CN(C)C=O. The product is [F:1][C:2]1[CH:3]=[CH:4][C:5]2[N:6]([CH:8]=[C:9]([C:11]([NH:13][C@H:14]3[CH2:15][CH2:16][C@@H:17]([N:20]4[C:21](=[O:22])[C:23]5[CH:28]=[C:27]([F:29])[CH:26]=[N:25][C:24]=5[N:30]([CH2:31][CH2:32][C:33]5[CH:38]=[CH:37][CH:36]=[CH:35][CH:34]=5)[C:39]4=[O:40])[CH2:18][CH2:19]3)=[O:12])[N:10]=2)[CH:7]=1. The yield is 0.270. (5) The reactants are [N+:1]([C:4]1[CH:5]=[C:6]2[C:10](=[CH:11][CH:12]=1)[NH:9][CH:8]=[C:7]2[C:13]1[CH2:18][CH2:17][C:16](=O)[CH2:15][CH:14]=1)([O-:3])=[O:2].Cl.[CH3:21][NH:22][CH3:23].CC(O)=O.[BH-](OC(C)=O)(OC(C)=O)OC(C)=O.[Na+]. The catalyst is ClCCCl.[OH-].[Na+]. The product is [CH3:21][N:22]([CH3:23])[CH:16]1[CH2:17][CH2:18][C:13]([C:7]2[C:6]3[C:10](=[CH:11][CH:12]=[C:4]([N+:1]([O-:3])=[O:2])[CH:5]=3)[NH:9][CH:8]=2)=[CH:14][CH2:15]1. The yield is 0.660.